Dataset: Forward reaction prediction with 1.9M reactions from USPTO patents (1976-2016). Task: Predict the product of the given reaction. (1) Given the reactants [NH2:1][C@H:2]1[CH2:7][CH2:6][CH2:5][CH2:4][C@H:3]1[NH:8][C:9]1[N:10]=[N:11][C:12]([C:22]([NH2:24])=[O:23])=[C:13]([NH:15]C2C=NC=CC=2)[N:14]=1.Cl[C:26]1[CH:31]=[CH:30][N:29]=[C:28]2[N:32]([CH3:35])[CH:33]=[CH:34][C:27]=12.BrC1C=NC=CC=1, predict the reaction product. The product is: [NH2:1][C@H:2]1[CH2:7][CH2:6][CH2:5][CH2:4][C@H:3]1[NH:8][C:9]1[N:10]=[N:11][C:12]([C:22]([NH2:24])=[O:23])=[C:13]([NH:15][C:26]2[CH:31]=[CH:30][N:29]=[C:28]3[N:32]([CH3:35])[CH:33]=[CH:34][C:27]=23)[N:14]=1. (2) Given the reactants CC([N:5]([C@H:9]1[CH2:14][CH2:13][CH2:12][CH2:11][C@H:10]1[CH2:15][OH:16])[C:6](=[O:8])[O-:7])(C)C.Cl.N[C@H:19]1CC[C@H](C2C=CC=CC=2)[CH2:21][C@H:20]1[CH2:31]O.CC(OC(OC(OC(C)(C)C)=O)=O)(C)C.C(N(CC)CC)C, predict the reaction product. The product is: [OH:16][CH2:15][C@@H:10]1[CH2:11][CH2:12][CH2:13][CH2:14][C@@H:9]1[NH:5][C:6](=[O:8])[O:7][C:20]([CH3:31])([CH3:21])[CH3:19]. (3) Given the reactants CN(C)C=O.[CH3:6][C:7]1[CH:13]=[CH:12][CH:11]=[C:10]([O:14][C:15]2[CH:20]=[CH:19][C:18]([S:21]([CH3:24])(=[O:23])=[O:22])=[CH:17][CH:16]=2)[C:8]=1[NH2:9].[Br:25]N1C(=O)CCC1=O, predict the reaction product. The product is: [Br:25][C:12]1[CH:11]=[C:10]([O:14][C:15]2[CH:20]=[CH:19][C:18]([S:21]([CH3:24])(=[O:23])=[O:22])=[CH:17][CH:16]=2)[C:8]([NH2:9])=[C:7]([CH3:6])[CH:13]=1.